Predict the reactants needed to synthesize the given product. From a dataset of Full USPTO retrosynthesis dataset with 1.9M reactions from patents (1976-2016). Given the product [Cl:3][C:4]1[CH:9]=[CH:8][CH:7]=[C:6]([Cl:10])[C:5]=1[C:11]1[C:15]([CH2:16][O:17][C:18]2[CH:19]=[C:20]3[C:24](=[CH:25][CH:26]=2)[N:23]([CH2:31][C:32]2[CH:33]=[C:34]([CH:37]=[CH:38][CH:39]=2)[C:35]#[N:36])[CH:22]=[CH:21]3)=[C:14]([CH:27]([CH3:29])[CH3:28])[O:13][N:12]=1, predict the reactants needed to synthesize it. The reactants are: [H-].[Na+].[Cl:3][C:4]1[CH:9]=[CH:8][CH:7]=[C:6]([Cl:10])[C:5]=1[C:11]1[C:15]([CH2:16][O:17][C:18]2[CH:19]=[C:20]3[C:24](=[CH:25][CH:26]=2)[NH:23][CH:22]=[CH:21]3)=[C:14]([CH:27]([CH3:29])[CH3:28])[O:13][N:12]=1.Br[CH2:31][C:32]1[CH:33]=[C:34]([CH:37]=[CH:38][CH:39]=1)[C:35]#[N:36].C(OCC)(=O)C.